The task is: Regression. Given two drug SMILES strings and cell line genomic features, predict the synergy score measuring deviation from expected non-interaction effect.. This data is from NCI-60 drug combinations with 297,098 pairs across 59 cell lines. (1) Drug 1: CCC1(CC2CC(C3=C(CCN(C2)C1)C4=CC=CC=C4N3)(C5=C(C=C6C(=C5)C78CCN9C7C(C=CC9)(C(C(C8N6C=O)(C(=O)OC)O)OC(=O)C)CC)OC)C(=O)OC)O.OS(=O)(=O)O. Drug 2: C1=CN(C=N1)CC(O)(P(=O)(O)O)P(=O)(O)O. Cell line: HOP-62. Synergy scores: CSS=-3.75, Synergy_ZIP=1.90, Synergy_Bliss=0.0932, Synergy_Loewe=-0.374, Synergy_HSA=-2.94. (2) Drug 1: CC(C1=C(C=CC(=C1Cl)F)Cl)OC2=C(N=CC(=C2)C3=CN(N=C3)C4CCNCC4)N. Drug 2: CC1C(C(CC(O1)OC2CC(CC3=C2C(=C4C(=C3O)C(=O)C5=CC=CC=C5C4=O)O)(C(=O)C)O)N)O. Cell line: SF-268. Synergy scores: CSS=32.3, Synergy_ZIP=0.507, Synergy_Bliss=0.0217, Synergy_Loewe=-12.5, Synergy_HSA=-1.56. (3) Drug 1: CCN(CC)CCNC(=O)C1=C(NC(=C1C)C=C2C3=C(C=CC(=C3)F)NC2=O)C. Cell line: SK-OV-3. Drug 2: N.N.Cl[Pt+2]Cl. Synergy scores: CSS=7.56, Synergy_ZIP=-6.67, Synergy_Bliss=0.747, Synergy_Loewe=-6.52, Synergy_HSA=-2.38. (4) Drug 1: C1=CC(=C2C(=C1NCCNCCO)C(=O)C3=C(C=CC(=C3C2=O)O)O)NCCNCCO. Drug 2: CCN(CC)CCNC(=O)C1=C(NC(=C1C)C=C2C3=C(C=CC(=C3)F)NC2=O)C. Cell line: 786-0. Synergy scores: CSS=58.5, Synergy_ZIP=2.09, Synergy_Bliss=0.612, Synergy_Loewe=-26.8, Synergy_HSA=-1.46. (5) Drug 1: CN(CC1=CN=C2C(=N1)C(=NC(=N2)N)N)C3=CC=C(C=C3)C(=O)NC(CCC(=O)O)C(=O)O. Drug 2: C1=NC2=C(N1)C(=S)N=CN2. Cell line: BT-549. Synergy scores: CSS=40.0, Synergy_ZIP=-6.76, Synergy_Bliss=-2.50, Synergy_Loewe=-1.32, Synergy_HSA=1.15. (6) Synergy scores: CSS=38.9, Synergy_ZIP=0.223, Synergy_Bliss=-0.470, Synergy_Loewe=-15.5, Synergy_HSA=0.259. Drug 2: CC1CC(C(C(C=C(C(C(C=CC=C(C(=O)NC2=CC(=O)C(=C(C1)C2=O)OC)C)OC)OC(=O)N)C)C)O)OC. Cell line: HCT116. Drug 1: CC1CC2C3CCC4=CC(=O)C=CC4(C3(C(CC2(C1(C(=O)CO)O)C)O)F)C. (7) Drug 1: CC12CCC3C(C1CCC2=O)CC(=C)C4=CC(=O)C=CC34C. Drug 2: CCC1(CC2CC(C3=C(CCN(C2)C1)C4=CC=CC=C4N3)(C5=C(C=C6C(=C5)C78CCN9C7C(C=CC9)(C(C(C8N6C)(C(=O)OC)O)OC(=O)C)CC)OC)C(=O)OC)O.OS(=O)(=O)O. Cell line: T-47D. Synergy scores: CSS=25.9, Synergy_ZIP=-2.15, Synergy_Bliss=2.22, Synergy_Loewe=-10.7, Synergy_HSA=4.25.